This data is from Forward reaction prediction with 1.9M reactions from USPTO patents (1976-2016). The task is: Predict the product of the given reaction. (1) Given the reactants [NH:1]1[CH:5]=[C:4]([C:6]2[CH:7]=[C:8]3[N:14]=[CH:13][N:12]([C:15]4[CH:16]=[C:17]([NH2:29])[CH:18]=[C:19]([C:21]5[CH:26]=[CH:25][C:24]([F:27])=[CH:23][C:22]=5[F:28])[CH:20]=4)[C:9]3=[N:10][CH:11]=2)[N:3]=[N:2]1.N1C=CC=CC=1.[CH2:36]([S:38](Cl)(=[O:40])=[O:39])[CH3:37], predict the reaction product. The product is: [NH:1]1[CH:5]=[C:4]([C:6]2[CH:7]=[C:8]3[N:14]=[CH:13][N:12]([C:15]4[CH:16]=[C:17]([NH:29][S:38]([CH2:36][CH3:37])(=[O:40])=[O:39])[CH:18]=[C:19]([C:21]5[CH:26]=[CH:25][C:24]([F:27])=[CH:23][C:22]=5[F:28])[CH:20]=4)[C:9]3=[N:10][CH:11]=2)[N:3]=[N:2]1. (2) Given the reactants [O:1]=[C:2]1[CH2:7][CH2:6][C:5]([C:13]([O:15][CH2:16][CH3:17])=[O:14])([C:8]([O:10][CH2:11][CH3:12])=[O:9])[CH2:4][CH2:3]1.[CH2:18](O)[CH2:19][OH:20].O.C1(C)C=CC(S(O)(=O)=O)=CC=1, predict the reaction product. The product is: [O:20]1[C:2]2([CH2:3][CH2:4][C:5]([C:8]([O:10][CH2:11][CH3:12])=[O:9])([C:13]([O:15][CH2:16][CH3:17])=[O:14])[CH2:6][CH2:7]2)[O:1][CH2:18][CH2:19]1. (3) Given the reactants C[O:2][C:3]([C:5]1[CH:6]=[CH:7][CH:8]=[C:9]2[O:13][C:12]([CH3:14])=[C:11]([CH3:15])[C:10]=12)=[O:4].[OH-].[Na+], predict the reaction product. The product is: [CH3:14][C:12]1[O:13][C:9]2[C:10](=[C:5]([C:3]([OH:4])=[O:2])[CH:6]=[CH:7][CH:8]=2)[C:11]=1[CH3:15]. (4) Given the reactants FC(F)(F)[C:3]1[CH:8]=[C:7]([CH2:9][C:10]2[CH:15]=[CH:14][C:13]([NH2:16])=[CH:12][CH:11]=2)[CH:6]=[CH:5][N:4]=1.[Cl:19]C1C=C([N+]([O-])=O)C=CN=1, predict the reaction product. The product is: [Cl:19][C:3]1[CH:8]=[C:7]([CH2:9][C:10]2[CH:15]=[CH:14][C:13]([NH2:16])=[CH:12][CH:11]=2)[CH:6]=[CH:5][N:4]=1.